Dataset: Catalyst prediction with 721,799 reactions and 888 catalyst types from USPTO. Task: Predict which catalyst facilitates the given reaction. (1) Product: [CH3:7][N:8]1[C:12]([C:13]#[C:14][C:15]2[CH:20]=[CH:19][N:18]=[C:17]([S:21]([CH3:22])(=[O:1])=[O:29])[N:16]=2)=[C:11]([C:23]2[CH:28]=[CH:27][CH:26]=[CH:25][CH:24]=2)[N:10]=[CH:9]1. Reactant: [OH:1]OS([O-])=O.[K+].[CH3:7][N:8]1[C:12]([C:13]#[C:14][C:15]2[CH:20]=[CH:19][N:18]=[C:17]([S:21][CH3:22])[N:16]=2)=[C:11]([C:23]2[CH:28]=[CH:27][CH:26]=[CH:25][CH:24]=2)[N:10]=[CH:9]1.[OH2:29]. The catalyst class is: 5. (2) Reactant: [CH3:1][O:2][C:3]1[CH:8]=[CH:7][C:6]([C:9](=[O:13])[CH2:10][C:11]#[N:12])=[CH:5][CH:4]=1.[CH3:14][O:15][C:16]1[CH:22]=[CH:21][C:19]([NH2:20])=[CH:18][CH:17]=1. Product: [CH3:14][O:15][C:16]1[CH:22]=[CH:21][C:19]([NH:20][C:11](=[NH:12])[CH2:10][C:9]([C:6]2[CH:7]=[CH:8][C:3]([O:2][CH3:1])=[CH:4][CH:5]=2)=[O:13])=[CH:18][CH:17]=1. The catalyst class is: 8. (3) Reactant: [I:1][C:2]1[CH:3]=[C:4]2[C:9](=[CH:10][CH:11]=1)[N:8]=[CH:7][NH:6][C:5]2=[O:12].P(Cl)(Cl)(Cl)=O.[C:18]1(C)C=CC=CC=1.C(N(CC)CC)C. Product: [I:1][C:2]1[CH:3]=[C:4]2[C:9](=[CH:10][CH:11]=1)[N:8]=[CH:7][N:6]=[C:5]2[O:12][CH3:18]. The catalyst class is: 5. (4) Reactant: Cl[C:2]1[S:3][C:4]2[CH:10]=[C:9]([Cl:11])[CH:8]=[CH:7][C:5]=2[N:6]=1.[NH:12]1[CH2:16][CH2:15][C@H:14]([OH:17])[CH2:13]1.C(=O)([O-])[O-].[K+].[K+]. Product: [Cl:11][C:9]1[CH:8]=[CH:7][C:5]2[N:6]=[C:2]([N:12]3[CH2:16][CH2:15][C@H:14]([OH:17])[CH2:13]3)[S:3][C:4]=2[CH:10]=1. The catalyst class is: 97. (5) Reactant: [F:1][C:2]1[CH:7]=[C:6]([F:8])[CH:5]=[CH:4][C:3]=1[C:9]1[CH:14]=[C:13]([N:15]2[C:19]3[CH:20]=[CH:21][C:22](B4OC(C)(C)C(C)(C)O4)=[CH:23][C:18]=3[N:17]=[CH:16]2)[CH:12]=[C:11]([NH:33][S:34]([CH:37]2[CH2:39][CH2:38]2)(=[O:36])=[O:35])[CH:10]=1.N#N.Br[C:43]1[CH:48]=[CH:47][C:46]([F:49])=[CH:45][N:44]=1.C(=O)([O-])[O-].[Na+].[Na+]. Product: [F:1][C:2]1[CH:7]=[C:6]([F:8])[CH:5]=[CH:4][C:3]=1[C:9]1[CH:14]=[C:13]([N:15]2[C:19]3[CH:20]=[CH:21][C:22]([C:43]4[CH:48]=[CH:47][C:46]([F:49])=[CH:45][N:44]=4)=[CH:23][C:18]=3[N:17]=[CH:16]2)[CH:12]=[C:11]([NH:33][S:34]([CH:37]2[CH2:38][CH2:39]2)(=[O:35])=[O:36])[CH:10]=1. The catalyst class is: 438. (6) Reactant: C([N:8]1[CH2:13][CH2:12][CH:11]([NH:14][CH2:15][CH:16]([OH:32])[CH2:17][O:18][C:19]2[C:31]3[C:30]4[C:25](=[CH:26][CH:27]=[CH:28][CH:29]=4)[NH:24][C:23]=3[CH:22]=[CH:21][CH:20]=2)[CH2:10][CH2:9]1)C1C=CC=CC=1. Product: [CH:22]1[C:23]2[NH:24][C:25]3[C:30](=[CH:29][CH:28]=[CH:27][CH:26]=3)[C:31]=2[C:19]([O:18][CH2:17][CH:16]([OH:32])[CH2:15][NH:14][CH:11]2[CH2:10][CH2:9][NH:8][CH2:13][CH2:12]2)=[CH:20][CH:21]=1. The catalyst class is: 19. (7) Reactant: [CH3:1][N:2]1[C:10]2[C:5](=[CH:6][CH:7]=[CH:8][CH:9]=2)[CH:4]=[CH:3]1.OS(O)(=O)=O.[H][H]. Product: [CH3:1][N:2]1[CH:10]2[CH:5]([CH2:6][CH2:7][CH2:8][CH2:9]2)[CH2:4][CH2:3]1. The catalyst class is: 856. (8) Reactant: [Cl:1][C:2]1[CH:3]=[C:4]2[C:9](=[C:10]([CH3:12])[CH:11]=1)[N:8]=[CH:7][CH:6]=[C:5]2O.[Br-:14].[Br-].C1(P(C2C=CC=CC=2)C2C=CC=CC=2)C=CC=CC=1. Product: [Br:14][C:5]1[C:4]2[C:9](=[C:10]([CH3:12])[CH:11]=[C:2]([Cl:1])[CH:3]=2)[N:8]=[CH:7][CH:6]=1. The catalyst class is: 10. (9) Reactant: [CH3:1][C:2]1[N:3]=[CH:4][N:5]([C:7]2[CH:12]=[CH:11][C:10]([C:13]3[C:14](=[O:23])[NH:15][C:16]4([CH2:22][CH2:21][CH2:20][O:19][CH2:18]4)[N:17]=3)=[CH:9][CH:8]=2)[CH:6]=1.[H-].[Na+].Br[CH2:27][C:28]([NH:30][C:31]1[CH:36]=[CH:35][CH:34]=[C:33]([C:37]([F:40])([F:39])[F:38])[CH:32]=1)=[O:29].O. Product: [CH3:1][C:2]1[N:3]=[CH:4][N:5]([C:7]2[CH:12]=[CH:11][C:10]([C:13]3[C:14](=[O:23])[N:15]([CH2:27][C:28]([NH:30][C:31]4[CH:36]=[CH:35][CH:34]=[C:33]([C:37]([F:38])([F:39])[F:40])[CH:32]=4)=[O:29])[C:16]4([CH2:22][CH2:21][CH2:20][O:19][CH2:18]4)[N:17]=3)=[CH:9][CH:8]=2)[CH:6]=1. The catalyst class is: 3.